Dataset: Full USPTO retrosynthesis dataset with 1.9M reactions from patents (1976-2016). Task: Predict the reactants needed to synthesize the given product. (1) Given the product [NH2:1][C:2](=[O:8])/[C:3](/[C:6]#[N:7])=[N:4]/[O:5][S:21]([C:18]1[CH:19]=[CH:20][C:15]([CH3:25])=[CH:16][CH:17]=1)(=[O:23])=[O:22], predict the reactants needed to synthesize it. The reactants are: [NH2:1][C:2](=[O:8])/[C:3](/[C:6]#[N:7])=[N:4]/[OH:5].N1C=CC=CC=1.[C:15]1([CH3:25])[CH:20]=[CH:19][C:18]([S:21](Cl)(=[O:23])=[O:22])=[CH:17][CH:16]=1. (2) Given the product [NH2:1][C@:2]1([CH2:14][OH:15])[CH2:6][CH2:5][C@@H:4]([C:7]2[CH:12]=[CH:11][C:10]([Br:13])=[CH:9][CH:8]=2)[CH2:3]1, predict the reactants needed to synthesize it. The reactants are: [NH2:1][C@:2]1([C:14](OC)=[O:15])[CH2:6][CH2:5][C@@H:4]([C:7]2[CH:12]=[CH:11][C:10]([Br:13])=[CH:9][CH:8]=2)[CH2:3]1.[BH4-].[Na+]. (3) Given the product [NH2:46][C:14]([C@H:15]1[CH2:16][CH2:11][C@@H:12]([NH:8][C:56](=[O:58])[O:59][C:44]([CH3:43])([CH3:39])[CH3:47])[CH2:13]1)=[O:34], predict the reactants needed to synthesize it. The reactants are: F[P-](F)(F)(F)(F)F.[N:8]1(O[P+](N2CCCC2)(N2CCCC2)N2CCCC2)[C:12]2[CH:13]=[CH:14][CH:15]=[CH:16][C:11]=2N=N1.[OH2:34].[OH:34]N1[C:39]2[CH:44]=[CH:43][CH:43]=[CH:44][C:39]=2N=N1.[Cl-].[NH4+:46].[CH2:47](N(C(C)C)C(C)C)C.[C:56]([O:59]CC)(=[O:58])C. (4) Given the product [O:1]=[C:2]1[C:11]2[C:6](=[CH:7][CH:8]=[CH:9][CH:10]=2)[C:5](=[N:38][S:35]([C:32]2[CH:31]=[CH:30][C:29]([CH3:28])=[CH:34][CH:33]=2)(=[O:37])=[O:36])[CH:4]=[C:3]1[S:21][CH2:22][C:23]([O:25][CH2:26][CH3:27])=[O:24], predict the reactants needed to synthesize it. The reactants are: [O:1]=[C:2]1[C:11]2[C:6](=[CH:7][CH:8]=[CH:9][CH:10]=2)/[C:5](=N/S(C2SC=CC=2)(=O)=O)/[CH:4]=[C:3]1[S:21][CH2:22][C:23]([O:25][CH2:26][CH3:27])=[O:24].[CH3:28][C:29]1[CH:34]=[CH:33][C:32]([S:35]([NH2:38])(=[O:37])=[O:36])=[CH:31][CH:30]=1. (5) Given the product [C:44]([N:1]1[C:6]2([CH2:7][CH2:8][N:9]([C:12]([C:14]3[CH:15]=[CH:16][C:17]([C:20]4[CH:21]=[CH:22][C:23]5[N:24]([C:26]([C:29]6[CH:30]=[CH:31][C:32]([C:33]#[N:34])=[CH:35][CH:36]=6)=[CH:27][N:28]=5)[CH:25]=4)=[CH:18][CH:19]=3)=[O:13])[CH2:10][CH2:11]2)[CH2:5][CH2:4][CH2:3][CH2:2]1)(=[O:46])[CH3:45], predict the reactants needed to synthesize it. The reactants are: [NH:1]1[C:6]2([CH2:11][CH2:10][N:9]([C:12]([C:14]3[CH:19]=[CH:18][C:17]([C:20]4[CH:21]=[CH:22][C:23]5[N:24]([C:26]([C:29]6[CH:36]=[CH:35][C:32]([C:33]#[N:34])=[CH:31][CH:30]=6)=[CH:27][N:28]=5)[CH:25]=4)=[CH:16][CH:15]=3)=[O:13])[CH2:8][CH2:7]2)[CH2:5][CH2:4][CH2:3][CH2:2]1.C(N(CC)CC)C.[C:44](Cl)(=[O:46])[CH3:45]. (6) The reactants are: [CH3:1][Si:2]([CH3:40])([CH3:39])[CH2:3][CH2:4][O:5][CH2:6][N:7]([CH2:31][O:32][CH2:33][CH2:34][Si:35]([CH3:38])([CH3:37])[CH3:36])[C:8]1[N:13]2[N:14]=[CH:15][C:16](I)=[C:12]2[N:11]=[C:10]([CH:18]2[CH2:23][CH2:22][C:21]([CH2:29][OH:30])([C:24]([O:26][CH2:27][CH3:28])=[O:25])[CH2:20][CH2:19]2)[CH:9]=1.[C:41]1([N:47]2[CH:51]=[C:50](B3OC(C)(C)C(C)(C)O3)[CH:49]=[N:48]2)[CH:46]=[CH:45][CH:44]=[CH:43][CH:42]=1.[O-]P([O-])([O-])=O.[K+].[K+].[K+]. Given the product [CH3:1][Si:2]([CH3:40])([CH3:39])[CH2:3][CH2:4][O:5][CH2:6][N:7]([CH2:31][O:32][CH2:33][CH2:34][Si:35]([CH3:38])([CH3:37])[CH3:36])[C:8]1[N:13]2[N:14]=[CH:15][C:16]([C:50]3[CH:49]=[N:48][N:47]([C:41]4[CH:42]=[CH:43][CH:44]=[CH:45][CH:46]=4)[CH:51]=3)=[C:12]2[N:11]=[C:10]([CH:18]2[CH2:23][CH2:22][C:21]([CH2:29][OH:30])([C:24]([O:26][CH2:27][CH3:28])=[O:25])[CH2:20][CH2:19]2)[CH:9]=1, predict the reactants needed to synthesize it. (7) Given the product [Cl:1][C:2]1[N:3]=[C:4]([N:15]2[CH2:16][CH2:17][O:18][CH2:19][CH2:20]2)[C:5]2[S:10][C:9]([N:28]3[CH2:29][CH2:30][N:25]([S:22]([CH3:21])(=[O:24])=[O:23])[CH2:26][CH2:27]3)=[N:8][C:6]=2[N:7]=1, predict the reactants needed to synthesize it. The reactants are: [Cl:1][C:2]1[N:3]=[C:4]([N:15]2[CH2:20][CH2:19][O:18][CH2:17][CH2:16]2)[C:5]2[S:10][C:9](S(C)(=O)=O)=[N:8][C:6]=2[N:7]=1.[CH3:21][S:22]([N:25]1[CH2:30][CH2:29][NH:28][CH2:27][CH2:26]1)(=[O:24])=[O:23].C(N(CC)CC)C.